From a dataset of Reaction yield outcomes from USPTO patents with 853,638 reactions. Predict the reaction yield, written as a fraction of the theoretical maximum amount of product (1.0 means a 100% yield; for example, 0.34 means a 34% yield). (1) The reactants are Br[C:2]1[CH:3]=[C:4]([C:7]([O:9][CH3:10])=[O:8])[O:5][CH:6]=1.C(=O)([O-])[O-].[K+].[K+].[CH3:17][N:18]1[C:22](B2OC(C)(C)C(C)(C)O2)=[CH:21][CH:20]=[N:19]1. The catalyst is O1CCOCC1.O.CC(C)([P](C(C)(C)C)([Pd][P](C(C)(C)C)(C(C)(C)C)C(C)(C)C)C(C)(C)C)C. The yield is 0.260. The product is [CH3:17][N:18]1[C:22]([C:2]2[CH:3]=[C:4]([C:7]([O:9][CH3:10])=[O:8])[O:5][CH:6]=2)=[CH:21][CH:20]=[N:19]1. (2) The reactants are [CH2:1]([CH:8]1[CH2:13][CH2:12][NH:11][CH2:10][CH2:9]1)[C:2]1[CH:7]=[CH:6][CH:5]=[CH:4][CH:3]=1.[CH:14]([CH:16]=[CH2:17])=O.[NH2:18][C:19]1[CH:23]=[C:22]([CH3:24])[O:21][N:20]=1.C(O[BH-](OC(=O)C)OC(=O)C)(=O)C.[Na+].[OH-].[Na+]. The catalyst is C1COCC1.C1CCN2C(=NCCC2)CC1. The product is [CH2:1]([CH:8]1[CH2:13][CH2:12][N:11]([CH2:14][CH2:16][CH2:17][NH:18][C:19]2[CH:23]=[C:22]([CH3:24])[O:21][N:20]=2)[CH2:10][CH2:9]1)[C:2]1[CH:7]=[CH:6][CH:5]=[CH:4][CH:3]=1. The yield is 0.370. (3) The reactants are [CH2:1]([N:8]1[C:12]([C:13]2[CH:18]=[CH:17][C:16]([F:19])=[CH:15][CH:14]=2)=[C:11]([C:20]2[CH:25]=[CH:24][NH:23][C:22](=[O:26])[CH:21]=2)[N:10]=[C:9]1[Cl:27])[C:2]1[CH:7]=[CH:6][CH:5]=[CH:4][CH:3]=1. The catalyst is CO. The product is [CH2:1]([N:8]1[C:12]2[C:11](=[C:20]3[C:21](=[C:18]4[CH:17]=[C:16]([F:19])[CH:15]=[CH:14][C:13]4=2)[C:22](=[O:26])[NH:23][CH:24]=[CH:25]3)[N:10]=[C:9]1[Cl:27])[C:2]1[CH:7]=[CH:6][CH:5]=[CH:4][CH:3]=1. The yield is 0.630.